From a dataset of Full USPTO retrosynthesis dataset with 1.9M reactions from patents (1976-2016). Predict the reactants needed to synthesize the given product. (1) Given the product [CH3:16][C:13]1[S:14][CH:15]=[C:11]([C:10]#[C:9][C:7]2[CH:8]=[C:3]([OH:2])[CH:4]=[N:5][CH:6]=2)[N:12]=1, predict the reactants needed to synthesize it. The reactants are: C[O:2][C:3]1[CH:4]=[N:5][CH:6]=[C:7]([C:9]#[C:10][C:11]2[N:12]=[C:13]([CH3:16])[S:14][CH:15]=2)[CH:8]=1.[Al](Br)(Br)Br. (2) The reactants are: Br[C:2]1[CH:3]=[C:4]2[C:8](=[CH:9][CH:10]=1)[N:7]([CH:11]1[CH2:16][CH2:15][N:14]([C:17]([O:19][C:20]([CH3:23])([CH3:22])[CH3:21])=[O:18])[CH2:13][CH2:12]1)[CH2:6][CH2:5]2.[C:24]1([S:30]([O-:32])=[O:31])[CH:29]=[CH:28][CH:27]=[CH:26][CH:25]=1.[Na+].CNCCNC.C(=O)([O-])[O-].[K+].[K+]. Given the product [C:24]1([S:30]([C:2]2[CH:3]=[C:4]3[C:8](=[CH:9][CH:10]=2)[N:7]([CH:11]2[CH2:16][CH2:15][N:14]([C:17]([O:19][C:20]([CH3:23])([CH3:22])[CH3:21])=[O:18])[CH2:13][CH2:12]2)[CH2:6][CH2:5]3)(=[O:32])=[O:31])[CH:29]=[CH:28][CH:27]=[CH:26][CH:25]=1, predict the reactants needed to synthesize it. (3) Given the product [CH:1]1([CH2:6][CH:7]([N:24]2[C:29](=[O:30])[CH:28]=[C:27]([O:31][C:32]3[C:37]([F:38])=[CH:36][CH:35]=[CH:34][C:33]=3[F:39])[CH:26]=[N:25]2)[C:8]([NH:10][C:11]2[CH:16]=[N:15][C:14]([C@@H:17]([OH:18])[CH2:21][OH:20])=[CH:13][N:12]=2)=[O:9])[CH2:2][CH2:3][CH2:4][CH2:5]1, predict the reactants needed to synthesize it. The reactants are: [CH:1]1([CH2:6][CH:7]([N:24]2[C:29](=[O:30])[CH:28]=[C:27]([O:31][C:32]3[C:37]([F:38])=[CH:36][CH:35]=[CH:34][C:33]=3[F:39])[CH:26]=[N:25]2)[C:8]([NH:10][C:11]2[CH:16]=[N:15][C:14]([C@@H:17]3[CH2:21][O:20]C(C)(C)[O:18]3)=[CH:13][N:12]=2)=[O:9])[CH2:5][CH2:4][CH2:3][CH2:2]1.C1(C)C=CC(S(O)(=O)=O)=CC=1. (4) Given the product [CH3:22][C:23]([C:26]1[NH:28][C:15]2[CH:16]=[CH:17][CH:18]=[CH:19][C:20](=[O:21])[C:14]=2[N:27]=1)([CH3:25])[CH3:24], predict the reactants needed to synthesize it. The reactants are: [OH-].[Na+].CC1C=CC(S(O[C:14]2[C:20](=[O:21])[CH:19]=[CH:18][CH:17]=[CH:16][CH:15]=2)(=O)=O)=CC=1.[CH3:22][C:23]([C:26]([NH2:28])=[NH:27])([CH3:25])[CH3:24].Cl.[NH4+].[Cl-]. (5) Given the product [N:6]1[CH:7]=[CH:8][C:3]([C:2]2[CH:11]=[CH:10][CH:9]=[C:8]3[C:3]=2[CH2:4][CH2:5][NH:6][CH2:7]3)=[CH:4][CH:5]=1, predict the reactants needed to synthesize it. The reactants are: Br[C:2]1[CH:11]=[CH:10][CH:9]=[C:8]2[C:3]=1[CH2:4][CH2:5][NH:6][CH2:7]2.B(O)O. (6) Given the product [CH3:1][O:2][C:3](=[O:25])[CH2:4][C:5]1[C:14]([CH3:15])=[C:13]([C:55]2[CH:54]=[CH:53][C:52]([S:49](=[O:50])(=[O:51])[NH:48][CH:45]([CH3:47])[CH3:46])=[CH:57][CH:56]=2)[C:12]2[C:7](=[CH:8][CH:9]=[C:10]([F:24])[CH:11]=2)[CH:6]=1, predict the reactants needed to synthesize it. The reactants are: [CH3:1][O:2][C:3](=[O:25])[CH2:4][C:5]1[C:14]([CH3:15])=[C:13](OS(C(F)(F)F)(=O)=O)[C:12]2[C:7](=[CH:8][CH:9]=[C:10]([F:24])[CH:11]=2)[CH:6]=1.C1(P(C2C=CC=CC=2)C2C=CC=CC=2)C=CC=CC=1.[C:45](=[N:48][S:49]([C:52]1[CH:57]=[CH:56][C:55](B(O)O)=[CH:54][CH:53]=1)(=[O:51])=[O:50])([CH3:47])[CH3:46].C(=O)([O-])[O-].[Na+].[Na+]. (7) Given the product [CH2:1]([C:3]1[CH:8]=[CH:7][CH:6]=[C:5]([CH2:9][CH3:10])[C:4]=1[C:11]1[CH:12]=[C:13]([O:22][CH2:23][CH3:24])[C:14]([CH:17]([O:21][C:32]2[CH:31]=[CH:30][CH:29]=[C:28]([O:27][CH2:25][CH3:26])[CH:33]=2)[CH2:18][CH2:19][CH3:20])=[CH:15][N:16]=1)[CH3:2], predict the reactants needed to synthesize it. The reactants are: [CH2:1]([C:3]1[CH:8]=[CH:7][CH:6]=[C:5]([CH2:9][CH3:10])[C:4]=1[C:11]1[N:16]=[CH:15][C:14]([CH:17]([OH:21])[CH2:18][CH2:19][CH3:20])=[C:13]([O:22][CH2:23][CH3:24])[CH:12]=1)[CH3:2].[CH2:25]([O:27][C:28]1[CH:29]=[C:30](O)[CH:31]=[CH:32][CH:33]=1)[CH3:26].C1(P(C2C=CC=CC=2)C2C=CC=CC=2)C=CC=CC=1.CCOC(/N=N/C(OCC)=O)=O.[NH4+].[Cl-]. (8) Given the product [Br:29][C:30]1[CH:37]=[CH:36][C:33]([CH:34]=[C:5]2[C:6](=[NH:7])[N:2]([CH3:1])[N:3]=[C:4]2[C:8]2[CH:13]=[CH:12][N:11]=[CH:10][N:9]=2)=[C:32]([CH3:38])[CH:31]=1, predict the reactants needed to synthesize it. The reactants are: [CH3:1][N:2]1[C:6]([NH2:7])=[CH:5][C:4]([C:8]2[CH:13]=[CH:12][N:11]=[CH:10][N:9]=2)=[N:3]1.COC(C1C=CN=CN=1)=O.[H-].[Na+].CNN.[Br:29][C:30]1[CH:37]=[CH:36][C:33]([CH:34]=O)=[C:32]([CH3:38])[CH:31]=1.CC1C=CC(S(O)(=O)=O)=CC=1. (9) Given the product [CH2:41]([N:42]1[CH2:24][CH:25]([O:26][C:27]2[CH:28]=[C:29]([F:34])[C:30]([O:18][C:15]3[CH:16]=[C:17]4[C:12](=[CH:13][CH:14]=3)[N:11]=[CH:10][N:9]=[C:8]4[NH:7][C:4]3[CH:5]=[CH:6][N:2]([CH3:1])[N:3]=3)=[N:31][CH:32]=2)[CH2:43]1)[CH3:40], predict the reactants needed to synthesize it. The reactants are: [CH3:1][N:2]1[CH:6]=[CH:5][C:4]([NH:7][C:8]2[C:17]3[C:12](=[CH:13][CH:14]=[C:15]([OH:18])[CH:16]=3)[N:11]=[CH:10][N:9]=2)=[N:3]1.O1CCOC1[CH2:24][CH2:25][O:26][C:27]1[CH:28]=[C:29]([F:34])[C:30](F)=[N:31][CH:32]=1.CS(O[CH:40]1[CH2:43][N:42](C(OC(C)(C)C)=O)[CH2:41]1)(=O)=O. (10) The reactants are: [CH3:1][O:2][C:3]([C:5]1[S:28][C:8]2[N:9]=[CH:10][N:11]=[C:12]([NH:13][C:14]3[CH:19]=[CH:18][C:17]([F:20])=[CH:16][C:15]=3[O:21][C@H:22]3[CH2:26][CH2:25][C@H:24]([NH2:27])[CH2:23]3)[C:7]=2[C:6]=1[CH3:29])=[O:4].[C:30](O[C:30]([O:32][C:33]([CH3:36])([CH3:35])[CH3:34])=[O:31])([O:32][C:33]([CH3:36])([CH3:35])[CH3:34])=[O:31].C(N(CC)CC)C. Given the product [CH3:1][O:2][C:3]([C:5]1[S:28][C:8]2[N:9]=[CH:10][N:11]=[C:12]([NH:13][C:14]3[CH:19]=[CH:18][C:17]([F:20])=[CH:16][C:15]=3[O:21][C@H:22]3[CH2:26][CH2:25][C@H:24]([NH:27][C:30]([O:32][C:33]([CH3:36])([CH3:35])[CH3:34])=[O:31])[CH2:23]3)[C:7]=2[C:6]=1[CH3:29])=[O:4], predict the reactants needed to synthesize it.